This data is from Catalyst prediction with 721,799 reactions and 888 catalyst types from USPTO. The task is: Predict which catalyst facilitates the given reaction. Reactant: [C:1]1([C:13]2[CH:18]=[CH:17][CH:16]=[CH:15][CH:14]=2)[CH:6]=[CH:5][C:4]([CH2:7][CH2:8][C:9](OC)=[O:10])=[CH:3][CH:2]=1.[H-].[Al+3].[Li+].[H-].[H-].[H-].[OH-].[Na+]. Product: [C:1]1([C:13]2[CH:14]=[CH:15][CH:16]=[CH:17][CH:18]=2)[CH:2]=[CH:3][C:4]([CH2:7][CH2:8][CH2:9][OH:10])=[CH:5][CH:6]=1. The catalyst class is: 1.